From a dataset of Full USPTO retrosynthesis dataset with 1.9M reactions from patents (1976-2016). Predict the reactants needed to synthesize the given product. Given the product [CH2:24]([N:31]([CH2:32][CH2:33][OH:34])[C:21](=[O:23])[CH2:20][N:9]([C:6]1[CH:7]=[N:8][C:3]([O:2][CH3:1])=[CH:4][CH:5]=1)[S:10]([C:13]1[C:14]([CH3:19])=[CH:15][CH:16]=[CH:17][CH:18]=1)(=[O:11])=[O:12])[C:25]1[CH:30]=[CH:29][CH:28]=[CH:27][CH:26]=1, predict the reactants needed to synthesize it. The reactants are: [CH3:1][O:2][C:3]1[N:8]=[CH:7][C:6]([N:9]([CH2:20][C:21]([OH:23])=O)[S:10]([C:13]2[C:14]([CH3:19])=[CH:15][CH:16]=[CH:17][CH:18]=2)(=[O:12])=[O:11])=[CH:5][CH:4]=1.[CH2:24]([NH:31][CH2:32][CH2:33][OH:34])[C:25]1[CH:30]=[CH:29][CH:28]=[CH:27][CH:26]=1.